From a dataset of Forward reaction prediction with 1.9M reactions from USPTO patents (1976-2016). Predict the product of the given reaction. The product is: [Cl:1][C:2]1[CH:7]=[CH:6][C:5]([N:8]([C@H:12]2[C:21]3[C:16](=[CH:17][CH:18]=[CH:19][CH:20]=3)[N:15]([C:22](=[O:37])[C:23]3[CH:28]=[CH:27][C:26]([O:29][CH2:30][CH:31]4[CH2:36][CH2:35][N:34]([CH2:39][CH3:40])[CH2:33][CH2:32]4)=[CH:25][CH:24]=3)[C@@H:14]([CH3:38])[CH2:13]2)[C:9](=[O:11])[CH3:10])=[CH:4][CH:3]=1. Given the reactants [Cl:1][C:2]1[CH:7]=[CH:6][C:5]([N:8]([C@H:12]2[C:21]3[C:16](=[CH:17][CH:18]=[CH:19][CH:20]=3)[N:15]([C:22](=[O:37])[C:23]3[CH:28]=[CH:27][C:26]([O:29][CH2:30][CH:31]4[CH2:36][CH2:35][NH:34][CH2:33][CH2:32]4)=[CH:25][CH:24]=3)[C@@H:14]([CH3:38])[CH2:13]2)[C:9](=[O:11])[CH3:10])=[CH:4][CH:3]=1.[CH:39](=O)[CH3:40].[BH-](OC(C)=O)(OC(C)=O)OC(C)=O.[Na+], predict the reaction product.